Predict the reactants needed to synthesize the given product. From a dataset of Retrosynthesis with 50K atom-mapped reactions and 10 reaction types from USPTO. (1) Given the product O=C1C(c2cccnc2)=C(c2ccccc2)c2ccc(OCC[N+]3([O-])CCOCC3)cc21, predict the reactants needed to synthesize it. The reactants are: O=C(OO)c1cccc(Cl)c1.O=C1C(c2cccnc2)=C(c2ccccc2)c2ccc(OCCN3CCOCC3)cc21. (2) Given the product OCc1ccc(-c2ccccc2)o1, predict the reactants needed to synthesize it. The reactants are: OB(O)c1ccccc1.OCc1ccc(Br)o1.